From a dataset of Aqueous solubility values for 9,982 compounds from the AqSolDB database. Regression/Classification. Given a drug SMILES string, predict its absorption, distribution, metabolism, or excretion properties. Task type varies by dataset: regression for continuous measurements (e.g., permeability, clearance, half-life) or binary classification for categorical outcomes (e.g., BBB penetration, CYP inhibition). For this dataset (solubility_aqsoldb), we predict Y. The drug is O=C([O-])O.[Na+]. The Y is 0.0580 log mol/L.